Dataset: Forward reaction prediction with 1.9M reactions from USPTO patents (1976-2016). Task: Predict the product of the given reaction. (1) Given the reactants [C:1]([C:3]1[CH:8]=[CH:7][C:6]([C:9]2[N:13]3[CH:14]=[C:15]([C:18]4[CH:40]=[CH:39][C:21]([C:22]([N:24]5[CH2:29][CH2:28][C:27]([NH:31]C(=O)OC(C)(C)C)([CH3:30])[CH2:26][CH2:25]5)=[O:23])=[CH:20][CH:19]=4)[N:16]=[CH:17][C:12]3=[N:11][CH:10]=2)=[CH:5][CH:4]=1)#[N:2].O1CCOCC1.C(Cl)[Cl:48], predict the reaction product. The product is: [ClH:48].[NH2:31][C:27]1([CH3:30])[CH2:26][CH2:25][N:24]([C:22]([C:21]2[CH:20]=[CH:19][C:18]([C:15]3[N:16]=[CH:17][C:12]4[N:13]([C:9]([C:6]5[CH:7]=[CH:8][C:3]([C:1]#[N:2])=[CH:4][CH:5]=5)=[CH:10][N:11]=4)[CH:14]=3)=[CH:40][CH:39]=2)=[O:23])[CH2:29][CH2:28]1. (2) Given the reactants [C:1]([O:5][C:6](=[O:40])[CH2:7][N:8]1[C:16]2[C:11](=[CH:12][CH:13]=[C:14]([C:17]([O:19][CH3:20])=[O:18])[CH:15]=2)[C:10]([CH:21]2[CH2:26][CH2:25][CH2:24][CH2:23][CH2:22]2)=[C:9]1[C:27]1[CH:32]=[CH:31][CH:30]=[CH:29][C:28]=1[CH2:33][NH:34][CH2:35][CH2:36][N:37]([CH3:39])[CH3:38])([CH3:4])([CH3:3])[CH3:2].N1(CCN)C[CH2:45][O:44][CH2:43]C1, predict the reaction product. The product is: [C:1]([O:5][C:6](=[O:40])[CH2:7][N:8]1[C:16]2[C:11](=[CH:12][CH:13]=[C:14]([C:17]([O:19][CH3:20])=[O:18])[CH:15]=2)[C:10]([CH:21]2[CH2:26][CH2:25][CH2:24][CH2:23][CH2:22]2)=[C:9]1[C:27]1[CH:32]=[CH:31][CH:30]=[CH:29][C:28]=1[CH2:33][NH:34][CH2:35][CH2:36][N:37]1[CH2:39][CH2:45][O:44][CH2:43][CH2:38]1)([CH3:2])([CH3:4])[CH3:3]. (3) Given the reactants [CH:1]([N:4]1[CH2:9][CH2:8][CH:7]([O:10][C:11]2[CH:16]=[CH:15][C:14]([C:17]3([CH2:23][NH2:24])[CH2:22][CH2:21][O:20][CH2:19][CH2:18]3)=[CH:13][CH:12]=2)[CH2:6][CH2:5]1)([CH3:3])[CH3:2].Br[C:26]1[CH:31]=[CH:30][CH:29]=[CH:28][N:27]=1.C1(P(C2C=CC=CC=2)C2C=CC3C(=CC=CC=3)C=2C2C3C(=CC=CC=3)C=CC=2P(C2C=CC=CC=2)C2C=CC=CC=2)C=CC=CC=1.CC(C)([O-])C.[Na+], predict the reaction product. The product is: [CH:1]([N:4]1[CH2:9][CH2:8][CH:7]([O:10][C:11]2[CH:16]=[CH:15][C:14]([C:17]3([CH2:23][NH:24][C:26]4[CH:31]=[CH:30][CH:29]=[CH:28][N:27]=4)[CH2:18][CH2:19][O:20][CH2:21][CH2:22]3)=[CH:13][CH:12]=2)[CH2:6][CH2:5]1)([CH3:3])[CH3:2]. (4) Given the reactants [NH2:1][C:2]1[CH:3]=[C:4]([CH:9]=[CH:10][C:11]=1[NH2:12])[C:5]([O:7][CH3:8])=[O:6].[CH3:13][C:14]1[CH:22]=[CH:21][C:17]([C:18](Cl)=[O:19])=[CH:16][CH:15]=1, predict the reaction product. The product is: [CH3:13][C:14]1[CH:22]=[CH:21][C:17]([C:18]([NH:1][C:2]2[CH:3]=[C:4]([CH:9]=[CH:10][C:11]=2[NH:12][C:18](=[O:19])[C:17]2[CH:21]=[CH:22][C:14]([CH3:13])=[CH:15][CH:16]=2)[C:5]([O:7][CH3:8])=[O:6])=[O:19])=[CH:16][CH:15]=1. (5) Given the reactants I[C:2]1[N:3]=[CH:4][N:5]([C:7]2[N:12]=[C:11]([C:13]([F:16])([F:15])[F:14])[CH:10]=[C:9]([C:17]3[CH:22]=[CH:21][C:20]([C:23]([F:26])([F:25])[F:24])=[CH:19][CH:18]=3)[N:8]=2)[CH:6]=1.[C:27]([NH:31][S:32]([C:35]1[CH:40]=[CH:39][C:38](B(O)O)=[CH:37][CH:36]=1)(=[O:34])=[O:33])([CH3:30])([CH3:29])[CH3:28], predict the reaction product. The product is: [C:27]([NH:31][S:32]([C:35]1[CH:40]=[CH:39][C:38]([C:2]2[N:3]=[CH:4][N:5]([C:7]3[N:12]=[C:11]([C:13]([F:16])([F:15])[F:14])[CH:10]=[C:9]([C:17]4[CH:22]=[CH:21][C:20]([C:23]([F:24])([F:25])[F:26])=[CH:19][CH:18]=4)[N:8]=3)[CH:6]=2)=[CH:37][CH:36]=1)(=[O:34])=[O:33])([CH3:30])([CH3:28])[CH3:29]. (6) Given the reactants Cl.[CH3:2][C:3]1[N+:4]([O-])=[C:5]([C:9]2[CH:14]=[CH:13][C:12]([C:15]([F:18])([F:17])[F:16])=[CH:11][CH:10]=2)[O:6][C:7]=1[CH3:8].O=P(Cl)(Cl)[Cl:22].O, predict the reaction product. The product is: [Cl:22][CH2:2][C:3]1[N:4]=[C:5]([C:9]2[CH:14]=[CH:13][C:12]([C:15]([F:18])([F:17])[F:16])=[CH:11][CH:10]=2)[O:6][C:7]=1[CH3:8]. (7) Given the reactants [F:1][C:2]1[CH:7]=[CH:6][C:5]([O:8][CH3:9])=[C:4]([C:10]([C:12]([F:15])([F:14])[F:13])=[CH2:11])[CH:3]=1, predict the reaction product. The product is: [F:1][C:2]1[CH:7]=[CH:6][C:5]([O:8][CH3:9])=[C:4]([CH:10]([CH3:11])[C:12]([F:13])([F:14])[F:15])[CH:3]=1. (8) Given the reactants [N:1]1[CH:6]=[CH:5][CH:4]=[CH:3][C:2]=1[C:7]#[C:8][C:9]1[CH:10]=[CH:11][C:12]([C:15]2[N:19]=[C:18]([CH:20]([NH2:23])[CH2:21][CH3:22])[O:17][N:16]=2)=[N:13][CH:14]=1.CCN(CC)CC.Cl[C:32]([O:34][CH2:35][CH3:36])=[O:33], predict the reaction product. The product is: [N:1]1[CH:6]=[CH:5][CH:4]=[CH:3][C:2]=1[C:7]#[C:8][C:9]1[CH:10]=[CH:11][C:12]([C:15]2[N:19]=[C:18]([CH:20]([NH:23][C:32](=[O:33])[O:34][CH2:35][CH3:36])[CH2:21][CH3:22])[O:17][N:16]=2)=[N:13][CH:14]=1. (9) Given the reactants C[O:2][C:3]1[CH:8]=[CH:7][CH:6]=[CH:5][C:4]=1[C:9]1[CH:14]=[CH:13][CH:12]=[C:11]([C:15]2[NH:19][N:18]=[N:17][N:16]=2)[CH:10]=1.Br, predict the reaction product. The product is: [NH:19]1[C:15]([C:11]2[CH:10]=[C:9]([C:4]3[C:3]([OH:2])=[CH:8][CH:7]=[CH:6][CH:5]=3)[CH:14]=[CH:13][CH:12]=2)=[N:16][N:17]=[N:18]1. (10) Given the reactants [Br:1][C:2]1[CH:10]=[C:9]2[C:5]([C:6]([CH:11]=[O:12])=[CH:7][NH:8]2)=[CH:4][CH:3]=1.[H-].[Na+].[Cl:15][C:16]([Cl:42])([Cl:41])[C:17]([N:19]1[CH2:24][CH2:23][N:22]([C:25]2[CH:26]=[C:27]([S:37](Cl)(=[O:39])=[O:38])[CH:28]=[CH:29][C:30]=2[O:31][CH2:32][C:33]([F:36])([F:35])[F:34])[CH2:21][CH2:20]1)=[O:18], predict the reaction product. The product is: [Br:1][C:2]1[CH:10]=[C:9]2[C:5]([C:6]([CH:11]=[O:12])=[CH:7][N:8]2[S:37]([C:27]2[CH:28]=[CH:29][C:30]([O:31][CH2:32][C:33]([F:34])([F:35])[F:36])=[C:25]([N:22]3[CH2:23][CH2:24][N:19]([C:17](=[O:18])[C:16]([Cl:42])([Cl:15])[Cl:41])[CH2:20][CH2:21]3)[CH:26]=2)(=[O:38])=[O:39])=[CH:4][CH:3]=1.